From a dataset of Experimentally validated miRNA-target interactions with 360,000+ pairs, plus equal number of negative samples. Binary Classification. Given a miRNA mature sequence and a target amino acid sequence, predict their likelihood of interaction. (1) The miRNA is hsa-miR-873-3p with sequence GGAGACUGAUGAGUUCCCGGGA. The protein sequence of the target gene is MSALKAVFQYIDENQDRYVKKLAEWVAIQSVSAWPEKRGEIRRMMEVAAADVQRLGGSVELVDIGKQKLPDGSEIPLPPILLGKLGSDPQKKTVCIYGHLDVQPAALEDGWDSEPFTLVEREGKLYGRGSTDDKGPVAGWMNALEAYQKTGQEIPVNLRFCLEGMEESGSEGLDELIFAQKDKFFKDVDYVCISDNYWLGKNKPCITYGLRGICYFFIEVECSDKDLHSGVYGGSVHEAMTDLISLMGCLVDKKGKILIPGINDAVAPVTDEEHALYDHIDFDMEEFAKDVGAETLLHSC.... Result: 0 (no interaction). (2) The miRNA is hsa-miR-16-5p with sequence UAGCAGCACGUAAAUAUUGGCG. The protein sequence of the target gene is MSEAGEATTTTTTTLPQAPTEAAAAAPQDPAPKSPVGSGAPQAAAPAPAAHVAGNPGGDAAPAATGTAAAASLATAAGSEDAEKKVLATKVLGTVKWFNVRNGYGFINRNDTKEDVFVHQTAIKKNNPRKYLRSVGDGETVEFDVVEGEKGAEAANVTGPDGVPVEGSRYAADRRRYRRGYYGRRRGPPRNYAGEEEEEGSGSSEGFDPPATDRQFSGARNQLRRPQYRPQYRQRRFPPYHVGQTFDRRSRVLPHPNRIQAGEIGEMKDGVPEGAQLQGPVHRNPTYRPRYRSRGPPRPR.... Result: 1 (interaction). (3) The miRNA is mmu-miR-125b-5p with sequence UCCCUGAGACCCUAACUUGUGA. The protein sequence of the target gene is MAKVPELEDTFLQAQPAPQLSPGIQEDCCVQLLGKGLLVYPEETVYLAAEGQPGGEQGGGEKGEDPELPGAVKSEMHLNNGNFSSEEEDADNHDSKTKAADQYLSQKKTITQIVKDKKKQTQLTLQWLEENYIVCEGVCLPRCILYAHYLDFCRKEKLEPACAATFGKTIRQKFPLLTTRRLGTRGHSKYHYYGIGIKESSAYYHSVYSGKGLTRFSGSKLKNEGGFTRKYSLSSKTGTLLPEFPSAQHLVYQGCISKDKVDTLIMMYKTHCQCILDNAINGNFEEIQHFLLHFWQGMPD.... Result: 0 (no interaction). (4) The miRNA is hsa-miR-9-3p with sequence AUAAAGCUAGAUAACCGAAAGU. The protein sequence of the target gene is MAAATELNRPSSGDRNLERRCRPNLSREVLYEIFRSLHTLVGQLDLRDDVVKITIDWNKLQSLSAFQPALLFSALEQHILYLQPFLAKLQSPIKEENTTAVEEIGRTEMGNKNEVNDKFSIGDLQEEEKHKESDLRDVKKTQIHFDPEVVQIKAGKAEIDRRISAFIERKQAEINENNVREFCNVIDCNQENSCARTDAIFTPYPGFKSHVKVSRVVNTYGPQTRPEGIPGSGHKPNSMLRDCGNQAVEERLQNIEAHLRLQTGGPVPRDIYQRIKKLEDKILELEGISPEYFQSVSFSG.... Result: 0 (no interaction). (5) The miRNA is hsa-miR-30c-5p with sequence UGUAAACAUCCUACACUCUCAGC. The protein sequence of the target gene is MLSHADLLDARLGMKDAAELLGHREAVKCRLGVGGSDPGGHPGDLAPNSDPVEGATLLPGEDITTVGSTPASLAVSAKDPDKQPGPQGGPNPSQAGQQQGQQKQKRHRTRFTPAQLNELERSFAKTHYPDIFMREELALRIGLTESRVQVWFQNRRAKWKKRKKTTNVFRAPGTLLPTPGLPQFPSAAAAAAAAMGDSLCSFHANDTRWAAAAMPGVSQLPLPPALGRQQAMAQSLSQCSLAAGPPPNSMGLSNSLAGSNGAGLQSHLYQPAFPGMVPASLPGPSNVSGSPQLCSSPDSS.... Result: 1 (interaction). (6) The miRNA is hsa-miR-374b-5p with sequence AUAUAAUACAACCUGCUAAGUG. The protein sequence of the target gene is MKFQYKEDHPFEYRKKEGEKIRKKYPDRVPVIVEKAPKARVPDLDKRKYLVPSDLTVGQFYFLIRKRIHLRPEDALFFFVNNTIPPTSATMGQLYEDNHEEDYFLYVAYSDESVYGK. Result: 1 (interaction). (7) The miRNA is hsa-miR-3651 with sequence CAUAGCCCGGUCGCUGGUACAUGA. The protein sequence of the target gene is MSRPRMRLVVTADDFGYCPRRDEGIVEAFLAGAVTSVSLLVNGAATESAAELARRHSIPTGLHANLSEGRPVGPARRGASSLLGPEGFFLGKMGFREAVAAGDVDLPQVREELEAQLSCFRELLGRAPTHADGHQHVHVLPGVCQVFAEALQAYGVRFTRLPLERGVGGCTWLEAPARAFACAVERDARAAVGPFSRHGLRWTDAFVGLSTCGRHMSAHRVSGALARVLEGTLAGHTLTAELMAHPGYPSVPPTGGCGEGPDAFSCSWERLHELRVLTAPTLRAQLAQDGVQLCALDDLD.... Result: 1 (interaction).